From a dataset of Forward reaction prediction with 1.9M reactions from USPTO patents (1976-2016). Predict the product of the given reaction. Given the reactants [Br:1][C:2]1[CH:7]=[CH:6][C:5]([NH:8][C:9](=[O:21])/[CH:10]=[CH:11]/[C:12]2[CH:17]=[CH:16][C:15]([F:18])=[C:14]([C:19]#N)[CH:13]=2)=[CH:4][CH:3]=1.S(=O)(=O)(O)[OH:23].[OH2:27], predict the reaction product. The product is: [Br:1][C:2]1[CH:7]=[CH:6][C:5]([NH:8][C:9](=[O:21])/[CH:10]=[CH:11]/[C:12]2[CH:17]=[CH:16][C:15]([F:18])=[C:14]([C:19]([OH:23])=[O:27])[CH:13]=2)=[CH:4][CH:3]=1.